Task: Predict which catalyst facilitates the given reaction.. Dataset: Catalyst prediction with 721,799 reactions and 888 catalyst types from USPTO Reactant: [C:1]1([C:12]2[CH:17]=[CH:16][CH:15]=[CH:14][CH:13]=2)[CH:6]=[CH:5][C:4](CS([O-])(=O)=O)=[CH:3][CH:2]=1.[NH2:18][C:19]1[CH:24]=[CH:23][C:22]([C:25](=[O:27])[CH3:26])=[CH:21][CH:20]=1.C([O-])([O-])=O.[K+].[K+]. Product: [C:1]1([C:12]2[CH:13]=[CH:14][CH:15]=[CH:16][CH:17]=2)[CH:2]=[CH:3][C:4]([NH:18][C:19]2[CH:24]=[CH:23][C:22]([C:25](=[O:27])[CH3:26])=[CH:21][CH:20]=2)=[CH:5][CH:6]=1. The catalyst class is: 218.